This data is from Full USPTO retrosynthesis dataset with 1.9M reactions from patents (1976-2016). The task is: Predict the reactants needed to synthesize the given product. (1) Given the product [CH2:1]([N:3]([CH2:31][C:32]1[CH:37]=[CH:36][C:35]([O:38][CH2:42][CH2:43][N:45]([CH2:47][CH2:48][O:49][CH3:50])[CH3:46])=[C:34]([F:39])[CH:33]=1)[C:4]1[CH:9]=[C:8]([O:10][CH3:11])[C:7]([O:12][CH3:13])=[CH:6][C:5]=1[CH:14]1[CH2:15][CH2:16][C:21]2[CH:20]=[C:19]([OH:24])[CH:18]=[CH:17][C:22]=2[CH2:23]1)[CH3:2], predict the reactants needed to synthesize it. The reactants are: [CH2:1]([N:3]([C:31](=O)[C:32]1[CH:37]=[CH:36][C:35]([OH:38])=[C:34]([F:39])[CH:33]=1)[C:4]1[CH:9]=[C:8]([O:10][CH3:11])[C:7]([O:12][CH3:13])=[CH:6][C:5]=1[CH:14]1[CH2:23][CH2:22][C:21]2[CH:20]=[C:19]([O:24]C(=O)C(C)(C)C)[CH:18]=[CH:17][C:16]=2[CH2:15]1)[CH3:2].Cl[CH2:42][C:43]([N:45]([CH2:47][CH2:48][O:49][CH3:50])[CH3:46])=O. (2) Given the product [CH3:1][C@@H:2]([OH:29])[C@H:3]([NH2:28])[C:4]([N:6]1[C@H:10]([C:11]([N:13]2[C@H:17]([C:18]([NH:20][C@H:21]([C:25]([NH2:27])=[O:26])[C@H:22]([OH:24])[CH3:23])=[O:19])[CH2:16][CH2:15][CH2:14]2)=[O:12])[CH2:9][CH2:8][CH2:7]1)=[O:5].[N+:30]([C:33]1[CH:52]=[CH:51][C:36]([C:37]([NH:39][CH:40]([CH2:44][C:45]2[CH:46]=[CH:47][CH:48]=[CH:49][CH:50]=2)[C:41]([OH:43])=[O:42])=[O:38])=[CH:35][CH:34]=1)([O-:32])=[O:31], predict the reactants needed to synthesize it. The reactants are: [CH3:1][C@@H:2]([OH:29])[C@H:3]([NH2:28])[C:4]([N:6]1[C@H:10]([C:11]([N:13]2[C@H:17]([C:18]([NH:20][C@H:21]([C:25]([NH2:27])=[O:26])[C@H:22]([OH:24])[CH3:23])=[O:19])[CH2:16][CH2:15][CH2:14]2)=[O:12])[CH2:9][CH2:8][CH2:7]1)=[O:5].[N+:30]([C:33]1[CH:52]=[CH:51][C:36]([C:37]([NH:39][CH:40]([CH2:44][C:45]2[CH:50]=[CH:49][CH:48]=[CH:47][CH:46]=2)[C:41]([OH:43])=[O:42])=[O:38])=[CH:35][CH:34]=1)([O-:32])=[O:31]. (3) Given the product [F:1][C:2]1[CH:7]=[C:6]([I:8])[CH:5]=[CH:4][C:3]=1[NH:9][C:10]1[N:11]([CH3:42])[C:12](=[O:41])[C:13]([CH3:40])=[C:14]2[C:19]=1[C:18](=[O:20])[N:17]([CH2:21][C:22]1[CH:23]=[CH:24][C:25]([O:28][CH3:29])=[CH:26][CH:27]=1)[C:16](=[O:30])[N:15]2[C:31]1[CH:32]=[C:33]([CH:37]=[CH:38][CH:39]=1)[C:34]([N:60]1[CH2:59][CH2:58][N:57]([C:63]([O:65][C:66]([CH3:69])([CH3:68])[CH3:67])=[O:64])[CH2:62][CH2:61]1)=[O:36], predict the reactants needed to synthesize it. The reactants are: [F:1][C:2]1[CH:7]=[C:6]([I:8])[CH:5]=[CH:4][C:3]=1[NH:9][C:10]1[N:11]([CH3:42])[C:12](=[O:41])[C:13]([CH3:40])=[C:14]2[C:19]=1[C:18](=[O:20])[N:17]([CH2:21][C:22]1[CH:27]=[CH:26][C:25]([O:28][CH3:29])=[CH:24][CH:23]=1)[C:16](=[O:30])[N:15]2[C:31]1[CH:32]=[C:33]([CH:37]=[CH:38][CH:39]=1)[C:34]([OH:36])=O.C(Cl)CCl.C1C=CC2N(O)N=NC=2C=1.[N:57]1([C:63]([O:65][C:66]([CH3:69])([CH3:68])[CH3:67])=[O:64])[CH2:62][CH2:61][NH:60][CH2:59][CH2:58]1.CCN(C(C)C)C(C)C. (4) Given the product [CH3:20][C:2]1([CH3:1])[N:11]2[C:7](=[N:8][C:9]3[CH:15]=[CH:14][C:13]([C:16]([NH:66][C:58]4[N:57]([CH:55]([CH3:56])[CH3:54])[C:61]5[CH:62]=[CH:63][CH:64]=[CH:65][C:60]=5[N:59]=4)=[O:18])=[CH:12][C:10]=32)[C:6](=[O:19])[NH:5][CH2:4][CH2:3]1, predict the reactants needed to synthesize it. The reactants are: [CH3:1][C:2]1([CH3:20])[N:11]2[C:7](=[N:8][C:9]3[CH:15]=[CH:14][C:13]([C:16]([OH:18])=O)=[CH:12][C:10]=32)[C:6](=[O:19])[NH:5][CH2:4][CH2:3]1.C1CN([P+](ON2N=NC3C=CC=CC2=3)(N2CCCC2)N2CCCC2)CC1.F[P-](F)(F)(F)(F)F.[CH3:54][CH:55]([N:57]1[C:61]2[CH:62]=[CH:63][CH:64]=[CH:65][C:60]=2[N:59]=[C:58]1[NH2:66])[CH3:56].Br.C(N(CC)CC)C.